Task: Predict the reaction yield, written as a fraction of the theoretical maximum amount of product (1.0 means a 100% yield; for example, 0.34 means a 34% yield).. Dataset: Reaction yield outcomes from USPTO patents with 853,638 reactions The catalyst is C1C=CC(/C=C/C(/C=C/C2C=CC=CC=2)=O)=CC=1.C1C=CC(/C=C/C(/C=C/C2C=CC=CC=2)=O)=CC=1.[Pd].[F-].[F-].[Zn+2].C(OCC)(=O)C. The yield is 1.00. The reactants are Br[C:2]1[CH:10]=[CH:9][C:5]([CH2:6][CH2:7][OH:8])=[CH:4][CH:3]=1.P([C:12]([CH3:15])([CH3:14])[CH3:13])([C:12]([CH3:15])([CH3:14])[CH3:13])[C:12]([CH3:15])([CH3:14])[CH3:13].CN([CH:27]=[O:28])C.[OH2:29]. The product is [CH3:27][O:28][C:13](=[O:29])[C:12]([C:2]1[CH:10]=[CH:9][C:5]([CH2:6][CH2:7][OH:8])=[CH:4][CH:3]=1)([CH3:15])[CH3:14].